Dataset: Full USPTO retrosynthesis dataset with 1.9M reactions from patents (1976-2016). Task: Predict the reactants needed to synthesize the given product. (1) Given the product [CH:1]1[C:9]2[C:8]3[CH:10]=[CH:11][CH:12]=[CH:13][C:7]=3[O:6][C:5]=2[C:4]([C:18]2[CH:19]=[CH:20][C:21]3[C:30]4[C:25](=[CH:26][CH:27]=[CH:28][CH:29]=4)[O:24][C:23](=[O:31])[C:22]=3[CH:32]=2)=[CH:3][CH:2]=1, predict the reactants needed to synthesize it. The reactants are: [CH:1]1[C:9]2[C:8]3[CH:10]=[CH:11][CH:12]=[CH:13][C:7]=3[O:6][C:5]=2[C:4](B(O)O)=[CH:3][CH:2]=1.Cl[C:18]1[CH:19]=[CH:20][C:21]2[C:30]3[C:25](=[CH:26][CH:27]=[CH:28][CH:29]=3)[O:24][C:23](=[O:31])[C:22]=2[CH:32]=1.[F-].[Cs+]. (2) The reactants are: [Na].[C:2]([O:8][CH3:9])(=[O:7])[CH2:3][C:4]([CH3:6])=[O:5].[C:10](OC)(=[O:14])/[CH:11]=[CH:12]/[CH3:13].COC1C=C(OC)C=C(/C=C/CC)C=1C(OC)=O. Given the product [O:14]=[C:10]1[CH:3]([C:2]([O:8][CH3:9])=[O:7])[CH:4]([OH:5])[CH2:6][C:12]([CH3:13])=[CH:11]1, predict the reactants needed to synthesize it. (3) Given the product [Br:9][C:5]1[N:6]=[C:7]([N:17]([CH3:18])[CH:14]2[CH2:15][CH2:16][N:11]([CH3:10])[CH2:12][CH2:13]2)[C:2]([NH2:1])=[N:3][CH:4]=1, predict the reactants needed to synthesize it. The reactants are: [NH2:1][C:2]1[C:7](Br)=[N:6][C:5]([Br:9])=[CH:4][N:3]=1.[CH3:10][N:11]1[CH2:16][CH2:15][CH:14]([NH:17][CH3:18])[CH2:13][CH2:12]1. (4) Given the product [NH2:21][C:5]1[CH:4]=[CH:3][C:2]([Cl:1])=[CH:20][C:6]=1[O:7][C@H:8]1[CH2:13][CH2:12][CH2:11][N:10]([C:14](=[O:19])[C:15]([F:17])([F:16])[F:18])[CH2:9]1, predict the reactants needed to synthesize it. The reactants are: [Cl:1][C:2]1[CH:3]=[CH:4][C:5]([N+:21]([O-])=O)=[C:6]([CH:20]=1)[O:7][C@H:8]1[CH2:13][CH2:12][CH2:11][N:10]([C:14](=[O:19])[C:15]([F:18])([F:17])[F:16])[CH2:9]1.Cl[Sn]Cl.O. (5) The reactants are: [CH:1]1([CH:7]=[CH:8][C:9]([OH:11])=[O:10])[CH2:6][CH2:5][CH2:4][CH2:3][CH2:2]1.OO.[OH-].[Na+].S(=O)(O)[O-:17].[Na+]. Given the product [CH:1]1([CH:7]2[O:17][CH:8]2[C:9]([OH:11])=[O:10])[CH2:6][CH2:5][CH2:4][CH2:3][CH2:2]1, predict the reactants needed to synthesize it. (6) Given the product [Br:6][C:7]1[CH:15]=[C:14]([CH3:16])[C:13]([Br:17])=[CH:12][C:8]=1[C:9]([O:11][CH3:18])=[O:10], predict the reactants needed to synthesize it. The reactants are: S(=O)(=O)(O)O.[Br:6][C:7]1[CH:15]=[C:14]([CH3:16])[C:13]([Br:17])=[CH:12][C:8]=1[C:9]([OH:11])=[O:10].[CH3:18]O. (7) The reactants are: [Br:1][C:2]1[CH:11]=[CH:10][C:9]2[C:4](=[CH:5][CH:6]=[C:7]([O:12][C@H:13]3[CH2:18][CH2:17][C@H:16]([C:19]([CH3:22])([CH3:21])[CH3:20])[CH2:15][CH2:14]3)C=2)[CH:3]=1.BrC1C=C2C(=CC=1)[N:30]=C(O)C=C2. Given the product [Br:1][C:2]1[CH:3]=[C:4]2[C:9](=[CH:10][CH:11]=1)[N:30]=[C:7]([O:12][CH:13]1[CH2:18][CH2:17][CH:16]([C:19]([CH3:22])([CH3:21])[CH3:20])[CH2:15][CH2:14]1)[CH:6]=[CH:5]2, predict the reactants needed to synthesize it.